This data is from Forward reaction prediction with 1.9M reactions from USPTO patents (1976-2016). The task is: Predict the product of the given reaction. (1) Given the reactants Br[CH2:2][C:3]1[CH:40]=[CH:39][CH:38]=[CH:37][C:4]=1[C:5]([NH:7][C:8]1[C:16]2[C:11](=[N:12][CH:13]=[C:14]([Br:17])[N:15]=2)[N:10]([C:18]([C:31]2[CH:36]=[CH:35][CH:34]=[CH:33][CH:32]=2)([C:25]2[CH:30]=[CH:29][CH:28]=[CH:27][CH:26]=2)[C:19]2[CH:24]=[CH:23][CH:22]=[CH:21][CH:20]=2)[CH:9]=1)=[O:6].[H-].[Na+], predict the reaction product. The product is: [Br:17][C:14]1[N:15]=[C:16]2[C:8]([N:7]3[CH2:2][C:3]4[C:4](=[CH:37][CH:38]=[CH:39][CH:40]=4)[C:5]3=[O:6])=[CH:9][N:10]([C:18]([C:19]3[CH:20]=[CH:21][CH:22]=[CH:23][CH:24]=3)([C:25]3[CH:30]=[CH:29][CH:28]=[CH:27][CH:26]=3)[C:31]3[CH:32]=[CH:33][CH:34]=[CH:35][CH:36]=3)[C:11]2=[N:12][CH:13]=1. (2) Given the reactants C(P(C(C)(C)C)C(C)(C)C)(C)(C)C.C1CCCCC1.Br[C:21]1[CH:26]=[CH:25][C:24](/[C:27](/[C:44]2[CH:49]=[CH:48][C:47]([Cl:50])=[CH:46][CH:45]=2)=[CH:28]/[CH2:29][O:30][C:31]2[CH:42]=[CH:41][C:34]([O:35][CH2:36][C:37]([O:39][CH3:40])=[O:38])=[C:33]([CH3:43])[CH:32]=2)=[CH:23][CH:22]=1.[C:51]([C:53]1[CH:58]=[CH:57][C:56]([CH3:59])=[CH:55][CH:54]=1)#[CH:52].C(NC(C)C)(C)C, predict the reaction product. The product is: [Cl:50][C:47]1[CH:48]=[CH:49][C:44](/[C:27](/[C:24]2[CH:25]=[CH:26][C:21]([C:52]#[C:51][C:53]3[CH:58]=[CH:57][C:56]([CH3:59])=[CH:55][CH:54]=3)=[CH:22][CH:23]=2)=[CH:28]\[CH2:29][O:30][C:31]2[CH:42]=[CH:41][C:34]([O:35][CH2:36][C:37]([O:39][CH3:40])=[O:38])=[C:33]([CH3:43])[CH:32]=2)=[CH:45][CH:46]=1. (3) Given the reactants C([C:4]1[CH:9]=[CH:8][C:7]([NH:10][C:11]([NH2:13])=[S:12])=[CH:6][CH:5]=1)(O)=O.CC(C)N=C=NC(C)C, predict the reaction product. The product is: [C:7]1([NH:10][C:11]([NH2:13])=[S:12])[CH:8]=[CH:9][CH:4]=[CH:5][CH:6]=1. (4) Given the reactants [OH:1][CH2:2][CH2:3][O:4][CH2:5][C:6]([O:8][C:9]([CH3:12])([CH3:11])[CH3:10])=[O:7].[CH3:13][C:14]1[CH:19]=[CH:18][C:17]([S:20](Cl)(=[O:22])=[O:21])=[CH:16][CH:15]=1.C(N(CC)CC)C, predict the reaction product. The product is: [CH3:13][C:14]1[CH:19]=[CH:18][C:17]([S:20]([O:1][CH2:2][CH2:3][O:4][CH2:5][C:6]([O:8][C:9]([CH3:12])([CH3:11])[CH3:10])=[O:7])(=[O:22])=[O:21])=[CH:16][CH:15]=1. (5) Given the reactants [N+:1]([CH:4]([CH3:16])[CH:5]([C:7]1[CH:8]=[CH:9][C:10]2[N:11]([N:13]=[CH:14][N:15]=2)[CH:12]=1)[OH:6])([O-:3])=[O:2].[Si:17](Cl)([C:20]([CH3:23])([CH3:22])[CH3:21])([CH3:19])[CH3:18].N1C=CN=C1, predict the reaction product. The product is: [Si:17]([O:6][CH:5]([C:7]1[CH:8]=[CH:9][C:10]2[N:11]([N:13]=[CH:14][N:15]=2)[CH:12]=1)[CH:4]([N+:1]([O-:3])=[O:2])[CH3:16])([C:20]([CH3:23])([CH3:22])[CH3:21])([CH3:19])[CH3:18]. (6) The product is: [CH:15]1([N:21]2[C:7](=[O:9])[CH:6]=[CH:5][C:4]([C:11]([O:13][CH3:14])=[O:12])=[CH:3]2)[CH2:20][CH2:19][CH2:18][CH2:17][CH2:16]1. Given the reactants CO/[CH:3]=[C:4](\[C:11]([O:13][CH3:14])=[O:12])/[CH:5]=[CH:6]/[C:7]([O:9]C)=O.[CH:15]1([NH2:21])[CH2:20][CH2:19][CH2:18][CH2:17][CH2:16]1.O, predict the reaction product. (7) Given the reactants [F:1][C:2]1[CH:34]=[C:33]([F:35])[CH:32]=[CH:31][C:3]=1[O:4][C:5]1[N:10]=[C:9](OC2C=CC(F)=CC=2F)[C:8]([C:20]([C:22]2[CH:27]=[C:26]([S:28][CH3:29])[CH:25]=[CH:24][C:23]=2[Cl:30])=O)=[CH:7][N:6]=1.[NH2:36][NH2:37], predict the reaction product. The product is: [Cl:30][C:23]1[CH:24]=[CH:25][C:26]([S:28][CH3:29])=[CH:27][C:22]=1[C:20]1[C:8]2[C:9](=[N:10][C:5]([O:4][C:3]3[CH:31]=[CH:32][C:33]([F:35])=[CH:34][C:2]=3[F:1])=[N:6][CH:7]=2)[NH:37][N:36]=1.